From a dataset of Retrosynthesis with 50K atom-mapped reactions and 10 reaction types from USPTO. Predict the reactants needed to synthesize the given product. (1) Given the product COc1ccc(C2=NCC(OC(=O)Nc3ccccc3)C(c3ccccc3)O2)cc1, predict the reactants needed to synthesize it. The reactants are: COc1ccc(C2=NCC(O)C(c3ccccc3)O2)cc1.O=C=Nc1ccccc1. (2) Given the product CCNC1CCN(Cc2cc(Br)ccc2OCc2ccc(Cl)cc2)CC1, predict the reactants needed to synthesize it. The reactants are: CCN.O=C1CCN(Cc2cc(Br)ccc2OCc2ccc(Cl)cc2)CC1. (3) The reactants are: Cc1cc(NC2CC2)n2nc(C)c(C=O)c2n1.O=C1CSC(=O)N1. Given the product Cc1cc(NC2CC2)n2nc(C)c(C=C3SC(=O)NC3=O)c2n1, predict the reactants needed to synthesize it. (4) Given the product CCOC(=O)Cc1csc(NS(=O)(=O)c2ccc(Cl)c3nonc23)n1, predict the reactants needed to synthesize it. The reactants are: CCOC(=O)Cc1csc(N)n1.O=S(=O)(Cl)c1ccc(Cl)c2nonc12. (5) The reactants are: COc1ccc(CBr)c2oc(Br)c(-c3ccccc3F)c12.[C-]#N. Given the product COc1ccc(CC#N)c2oc(Br)c(-c3ccccc3F)c12, predict the reactants needed to synthesize it. (6) Given the product COC(=O)c1cccc2nc(N3CCC(c4cc(Cl)cc(Cl)c4)(C(F)(F)F)C3)sc12, predict the reactants needed to synthesize it. The reactants are: COC(=O)c1cccc2nc(Cl)sc12.FC(F)(F)C1(c2cc(Cl)cc(Cl)c2)CCNC1. (7) Given the product Cc1ccc(-c2ccccc2)nc1, predict the reactants needed to synthesize it. The reactants are: Cc1ccc(Br)nc1.OB(O)c1ccccc1.